Dataset: Forward reaction prediction with 1.9M reactions from USPTO patents (1976-2016). Task: Predict the product of the given reaction. (1) Given the reactants [Cl:1][C:2]1[CH:7]=[C:6]([CH3:8])[CH:5]=[C:4]([Cl:9])[N:3]=1.FC(F)(F)C(OC(=O)C(F)(F)F)=O.[N+:23]([O-])([OH:25])=[O:24].S(S([O-])=O)([O-])(=O)=O.[Na+].[Na+].[OH-].[Na+], predict the reaction product. The product is: [Cl:1][C:2]1[C:7]([N+:23]([O-:25])=[O:24])=[C:6]([CH3:8])[CH:5]=[C:4]([Cl:9])[N:3]=1. (2) Given the reactants [Cl:1][C:2]1[CH:3]=[C:4]([C:22]2([C:26]([O:28]CC)=[O:27])[CH2:25][CH2:24][CH2:23]2)[CH:5]=[C:6]([C:14]2[CH:19]=[CH:18][C:17]([S:20][CH3:21])=[CH:16][CH:15]=2)[C:7]=1[O:8][CH2:9][C:10]([F:13])([F:12])[F:11].O.[OH-].[Li+], predict the reaction product. The product is: [Cl:1][C:2]1[CH:3]=[C:4]([C:22]2([C:26]([OH:28])=[O:27])[CH2:23][CH2:24][CH2:25]2)[CH:5]=[C:6]([C:14]2[CH:19]=[CH:18][C:17]([S:20][CH3:21])=[CH:16][CH:15]=2)[C:7]=1[O:8][CH2:9][C:10]([F:13])([F:11])[F:12]. (3) Given the reactants [Cl:1][C:2]1[C:7]([C:8]2[CH:9]=[N:10][C:11]([N:14]3[CH2:19][CH2:18][C:17]([CH3:25])([C:20]([O:22]CC)=[O:21])[CH2:16][CH2:15]3)=[N:12][CH:13]=2)=[CH:6][N:5]2[C:26]([CH2:30][C:31]3[CH:36]=[CH:35][CH:34]=[CH:33][C:32]=3[O:37][CH:38]([F:40])[F:39])=[C:27]([CH3:29])[N:28]=[C:4]2[CH:3]=1.[OH-].[Na+:42], predict the reaction product. The product is: [Cl:1][C:2]1[C:7]([C:8]2[CH:9]=[N:10][C:11]([N:14]3[CH2:19][CH2:18][C:17]([CH3:25])([C:20]([O-:22])=[O:21])[CH2:16][CH2:15]3)=[N:12][CH:13]=2)=[CH:6][N:5]2[C:26]([CH2:30][C:31]3[CH:36]=[CH:35][CH:34]=[CH:33][C:32]=3[O:37][CH:38]([F:40])[F:39])=[C:27]([CH3:29])[N:28]=[C:4]2[CH:3]=1.[Na+:42]. (4) The product is: [F:1][C:2]1[CH:7]=[CH:6][C:5]([N:8]2[C:12]([CH2:13][NH2:14])=[CH:11][N:10]=[C:9]2[S:25][CH2:26][C:27]2[C:32]([F:33])=[CH:31][CH:30]=[C:29]([F:34])[C:28]=2[F:35])=[CH:4][CH:3]=1. Given the reactants [F:1][C:2]1[CH:7]=[CH:6][C:5]([N:8]2[C:12]([CH2:13][N:14]3C(=O)C4C(=CC=CC=4)C3=O)=[CH:11][N:10]=[C:9]2[S:25][CH2:26][C:27]2[C:32]([F:33])=[CH:31][CH:30]=[C:29]([F:34])[C:28]=2[F:35])=[CH:4][CH:3]=1.O.NN, predict the reaction product. (5) Given the reactants [Cl:1][C:2]1[C:3]([C:11]([OH:13])=[O:12])=[CH:4][CH:5]=[C:6]2[C:10]=1[NH:9][CH:8]=[CH:7]2.[C:14]1(=O)[CH2:19][CH2:18][CH2:17][CH2:16][CH2:15]1.C[O-].[Na+], predict the reaction product. The product is: [Cl:1][C:2]1[C:3]([C:11]([OH:13])=[O:12])=[CH:4][CH:5]=[C:6]2[C:10]=1[NH:9][CH:8]=[C:7]2[C:14]1[CH2:19][CH2:18][CH2:17][CH2:16][CH:15]=1. (6) The product is: [Br:10][C:11]1[CH:16]=[C:15]([CH:14]=[CH:13][CH:12]=1)[O:9][CH2:8][CH:1]1[CH2:7][CH2:6][CH2:5][CH2:4][CH2:3][CH2:2]1. Given the reactants [CH:1]1([CH2:8][OH:9])[CH2:7][CH2:6][CH2:5][CH2:4][CH2:3][CH2:2]1.[Br:10][C:11]1[CH:12]=[C:13](O)[CH:14]=[CH:15][CH:16]=1, predict the reaction product. (7) Given the reactants [F:1][C:2]([F:27])([F:26])[CH2:3][N:4]1[C:8]([C:9]2[N:10]=[C:11]3[C:17]4[CH:18]=[C:19]([C:22](O)=[O:23])[CH:20]=[CH:21][C:16]=4[O:15][CH2:14][CH2:13][N:12]3[CH:25]=2)=[N:7][CH:6]=[N:5]1.[NH:28]1[CH2:33][CH2:32][O:31][CH2:30][CH2:29]1, predict the reaction product. The product is: [O:31]1[CH2:32][CH2:33][N:28]([C:22]([C:19]2[CH:20]=[CH:21][C:16]3[O:15][CH2:14][CH2:13][N:12]4[CH:25]=[C:9]([C:8]5[N:4]([CH2:3][C:2]([F:27])([F:26])[F:1])[N:5]=[CH:6][N:7]=5)[N:10]=[C:11]4[C:17]=3[CH:18]=2)=[O:23])[CH2:29][CH2:30]1. (8) Given the reactants [F:1][C:2]1[CH:7]=[CH:6][CH:5]=[C:4]([O:8][CH3:9])[C:3]=1[OH:10].F[C:12]1[CH:17]=[CH:16][CH:15]=[CH:14][C:13]=1[N+:18]([O-:20])=[O:19].FC1C=CC=C([O:36][CH3:37])C=1OC1C=CC=CC=1N.[NH2:38][C:39]1[S:40][CH:41]=[CH:42][N:43]=1, predict the reaction product. The product is: [F:1][C:2]1[CH:7]=[CH:6][CH:5]=[C:4]([O:8][CH3:9])[C:3]=1[O:10][C:12]1[CH:17]=[CH:16][CH:15]=[CH:14][C:13]=1[N+:18]([O-:20])=[O:19].[S:40]1[CH:41]=[CH:42][N:43]=[C:39]1[NH:38][C:37](=[O:36])[NH2:18]. (9) Given the reactants [H-].[Na+].[Cl:3][C:4]1[CH:18]=[CH:17][C:7]([CH2:8]P(=O)(OCC)OCC)=[CH:6][CH:5]=1.C1OCCOCCOCCOCCOCCOC1.CO.[CH3:39][O:40][CH2:41][O:42][C:43]1[CH:44]=[C:45]([CH:48]=[CH:49][CH:50]=1)[CH:46]=O, predict the reaction product. The product is: [Cl:3][C:4]1[CH:5]=[CH:6][C:7](/[CH:8]=[CH:46]/[C:45]2[CH:48]=[CH:49][CH:50]=[C:43]([O:42][CH2:41][O:40][CH3:39])[CH:44]=2)=[CH:17][CH:18]=1.